This data is from Forward reaction prediction with 1.9M reactions from USPTO patents (1976-2016). The task is: Predict the product of the given reaction. Given the reactants [F:1][C:2]1[CH:7]=[CH:6][C:5]([N:8]2[C:12]3[CH:13]=[CH:14][CH:15]=[CH:16][C:11]=3[NH:10][S:9]2(=[O:18])=[O:17])=[C:4]([CH3:19])[CH:3]=1.C1(P(C2C=CC=CC=2)C2C=CC=CC=2)C=CC=CC=1.[Br:39][CH2:40][CH2:41]O.CC(OC(/N=N/C(OC(C)C)=O)=O)C, predict the reaction product. The product is: [Br:39][CH2:40][CH2:41][N:10]1[C:11]2[CH:16]=[CH:15][CH:14]=[CH:13][C:12]=2[N:8]([C:5]2[CH:6]=[CH:7][C:2]([F:1])=[CH:3][C:4]=2[CH3:19])[S:9]1(=[O:17])=[O:18].